Dataset: Reaction yield outcomes from USPTO patents with 853,638 reactions. Task: Predict the reaction yield, written as a fraction of the theoretical maximum amount of product (1.0 means a 100% yield; for example, 0.34 means a 34% yield). (1) The product is [F:1][C:2]1[CH:7]=[C:6]([F:8])[CH:5]=[CH:4][C:3]=1[S:9]([NH:12][C:13]1[C:14]([O:29][CH3:30])=[N:15][CH:16]=[C:17]([C:19]2[CH:20]=[CH:21][C:22]3[N:23]([C:25]([C:32]#[C:31][CH3:33])=[CH:26][N:27]=3)[CH:24]=2)[CH:18]=1)(=[O:11])=[O:10]. The reactants are [F:1][C:2]1[CH:7]=[C:6]([F:8])[CH:5]=[CH:4][C:3]=1[S:9]([NH:12][C:13]1[C:14]([O:29][CH3:30])=[N:15][CH:16]=[C:17]([C:19]2[CH:20]=[CH:21][C:22]3[N:23]([C:25](I)=[CH:26][N:27]=3)[CH:24]=2)[CH:18]=1)(=[O:11])=[O:10].[CH:31](N(C(C)C)CC)([CH3:33])[CH3:32].C#CC. The yield is 0.175. The catalyst is CN(C=O)C.Cl[Pd](Cl)([P](C1C=CC=CC=1)(C1C=CC=CC=1)C1C=CC=CC=1)[P](C1C=CC=CC=1)(C1C=CC=CC=1)C1C=CC=CC=1.[Cu]I. (2) The reactants are [CH2:1]1[O:11][C:10]2[CH:9]=[CH:8][C:5]([CH2:6][NH2:7])=[CH:4][C:3]=2[O:2]1.[C:12](OC(=O)C)(=[O:14])[CH3:13].[OH-].[Na+]. The catalyst is C(O)(=O)C. The product is [O:11]1[C:10]2[CH:9]=[CH:8][C:5]([CH2:6][NH:7][C:12](=[O:14])[CH3:13])=[CH:4][C:3]=2[O:2][CH2:1]1. The yield is 0.770. (3) The reactants are [O:1]1[CH:5]=[CH:4][CH:3]=[C:2]1[C:6]1[O:7][C:8]([CH3:31])=[C:9]([CH2:11][O:12][C:13]2[CH:28]=[CH:27][C:16]([CH2:17][O:18][C:19]3[C:23]([CH:24]=O)=[CH:22][N:21]([CH3:26])[N:20]=3)=[CH:15][C:14]=2[O:29][CH3:30])[N:10]=1.[CH2:32](P(=O)(OCC)OCC)[P:33](=[O:40])([O:37][CH2:38][CH3:39])[O:34][CH2:35][CH3:36].CN(C)C=O.[H-].[Na+]. The catalyst is O. The product is [O:1]1[CH:5]=[CH:4][CH:3]=[C:2]1[C:6]1[O:7][C:8]([CH3:31])=[C:9]([CH2:11][O:12][C:13]2[CH:28]=[CH:27][C:16]([CH2:17][O:18][C:19]3[C:23](/[CH:24]=[CH:32]/[P:33](=[O:40])([O:37][CH2:38][CH3:39])[O:34][CH2:35][CH3:36])=[CH:22][N:21]([CH3:26])[N:20]=3)=[CH:15][C:14]=2[O:29][CH3:30])[N:10]=1. The yield is 0.550. (4) The reactants are [NH2:1][C:2]1[C:7]2=[C:8]([C:25]3[CH:26]=[CH:27][C:28]4[C:32]([CH:33]=3)=[N:31][N:30]([CH2:34][C:35]3[CH:40]=[CH:39][CH:38]=[CH:37][CH:36]=3)[CH:29]=4)[CH:9]=[C:10]([CH:11]3[CH2:14][N:13](C(OCC4C=CC=CC=4)=O)[CH2:12]3)[N:6]2[N:5]=[CH:4][N:3]=1. The product is [NH:13]1[CH2:14][CH:11]([C:10]2[N:6]3[C:7]([C:2]([NH2:1])=[N:3][CH:4]=[N:5]3)=[C:8]([C:25]3[CH:26]=[CH:27][C:28]4[C:32]([CH:33]=3)=[N:31][N:30]([CH2:34][C:35]3[CH:36]=[CH:37][CH:38]=[CH:39][CH:40]=3)[CH:29]=4)[CH:9]=2)[CH2:12]1. The yield is 0.110. The catalyst is Cl. (5) The reactants are C([Li])(C)(C)C.[C:6]([Si:10]([O:13][C@H:14](/[CH:20]=[CH:21]/I)[CH2:15][CH2:16][CH2:17][CH2:18][CH3:19])([CH3:12])[CH3:11])([CH3:9])([CH3:8])[CH3:7].[CH3:23][O:24][C:25](=[O:46])[CH2:26][S:27][CH2:28][CH2:29][CH2:30][S:31][C:32]1[C:36](=[O:37])[CH2:35][C@@H:34]([O:38][Si:39]([C:42]([CH3:45])([CH3:44])[CH3:43])([CH3:41])[CH3:40])[CH:33]=1.[NH4+].[Cl-]. The catalyst is CCCCC.CCOCC.C1COCC1. The product is [CH3:23][O:24][C:25](=[O:46])[CH2:26][S:27][CH2:28][CH2:29][CH2:30][S:31][C@H:32]1[C:36](=[O:37])[CH2:35][C@@H:34]([O:38][Si:39]([C:42]([CH3:43])([CH3:45])[CH3:44])([CH3:41])[CH3:40])[C@@H:33]1/[CH:21]=[CH:20]/[C@@H:14]([O:13][Si:10]([C:6]([CH3:7])([CH3:9])[CH3:8])([CH3:11])[CH3:12])[CH2:15][CH2:16][CH2:17][CH2:18][CH3:19]. The yield is 0.390. (6) The reactants are [CH3:1][O:2][C:3](=[O:15])[C:4]1[C:5](=[C:10](I)[CH:11]=[CH:12][CH:13]=1)[C:6]([O:8][CH3:9])=[O:7].[F:16][C:17]1[CH:22]=[C:21]([O:23][CH2:24][CH2:25][N:26]2[CH2:31][CH2:30][O:29][CH2:28][CH2:27]2)[CH:20]=[CH:19][C:18]=1[NH2:32].C1C=CC(P(C2C(C3C(P(C4C=CC=CC=4)C4C=CC=CC=4)=CC=C4C=3C=CC=C4)=C3C(C=CC=C3)=CC=2)C2C=CC=CC=2)=CC=1.C(=O)([O-])[O-].[Cs+].[Cs+]. The catalyst is C1(C)C=CC=CC=1.C(Cl)Cl.C1C=CC(/C=C/C(/C=C/C2C=CC=CC=2)=O)=CC=1.C1C=CC(/C=C/C(/C=C/C2C=CC=CC=2)=O)=CC=1.C1C=CC(/C=C/C(/C=C/C2C=CC=CC=2)=O)=CC=1.[Pd].[Pd]. The product is [CH3:1][O:2][C:3](=[O:15])[C:4]1[C:5](=[C:10]([NH:32][C:18]2[CH:19]=[CH:20][C:21]([O:23][CH2:24][CH2:25][N:26]3[CH2:31][CH2:30][O:29][CH2:28][CH2:27]3)=[CH:22][C:17]=2[F:16])[CH:11]=[CH:12][CH:13]=1)[C:6]([O:8][CH3:9])=[O:7]. The yield is 0.930.